This data is from Full USPTO retrosynthesis dataset with 1.9M reactions from patents (1976-2016). The task is: Predict the reactants needed to synthesize the given product. (1) Given the product [F:33][C:27]1[CH:28]=[CH:29][C:30]([F:32])=[CH:31][C:26]=1[C@H:9]1[C@H:10]([NH:11][C:12](=[O:13])[O:14][CH2:15][C:16]2[CH:17]=[CH:18][CH:19]=[CH:20][CH:21]=2)[C:22](=[O:24])[NH:1][C:2]2[CH:7]=[CH:6][CH:5]=[CH:4][C:3]=2[S:8]1, predict the reactants needed to synthesize it. The reactants are: [NH2:1][C:2]1[CH:7]=[CH:6][CH:5]=[CH:4][C:3]=1[S:8][CH:9]([C:26]1[CH:31]=[C:30]([F:32])[CH:29]=[CH:28][C:27]=1[F:33])[C@@H:10]([C:22]([O:24]C)=O)[NH:11][C:12]([O:14][CH2:15][C:16]1[CH:21]=[CH:20][CH:19]=[CH:18][CH:17]=1)=[O:13].C1(C)C=CC(S(O)(=O)=O)=CC=1. (2) The reactants are: Cl.[CH:2]1([CH2:5][O:6][C:7]2[CH:12]=[C:11]([O:13][CH3:14])[CH:10]=[CH:9][C:8]=2[C:15]2[C:16]3[NH:23][C:22]([CH3:24])=[C:21]([C:25]([NH:27][C@@H:28]4[CH2:32][CH2:31][NH:30][CH2:29]4)=[O:26])[C:17]=3[N:18]=[CH:19][N:20]=2)[CH2:4][CH2:3]1.[CH3:33][O:34][CH2:35][C:36](Cl)=[O:37]. Given the product [CH:2]1([CH2:5][O:6][C:7]2[CH:12]=[C:11]([O:13][CH3:14])[CH:10]=[CH:9][C:8]=2[C:15]2[C:16]3[NH:23][C:22]([CH3:24])=[C:21]([C:25]([NH:27][C@@H:28]4[CH2:32][CH2:31][N:30]([C:36](=[O:37])[CH2:35][O:34][CH3:33])[CH2:29]4)=[O:26])[C:17]=3[N:18]=[CH:19][N:20]=2)[CH2:4][CH2:3]1, predict the reactants needed to synthesize it. (3) Given the product [CH3:11][C:12]1[CH:13]=[C:14]([CH:17]=[C:3]2[C:4]3[C:9](=[CH:8][CH:7]=[CH:6][CH:5]=3)[NH:1][C:2]2=[O:10])[S:15][CH:16]=1, predict the reactants needed to synthesize it. The reactants are: [NH:1]1[C:9]2[C:4](=[CH:5][CH:6]=[CH:7][CH:8]=2)[CH2:3][C:2]1=[O:10].[CH3:11][C:12]1[CH:13]=[C:14]([CH:17]=O)[S:15][CH:16]=1. (4) Given the product [NH2:8][CH:9]1[CH2:14][CH2:13][N:12]([CH2:15][CH2:16][CH:17]([C:18]2[CH:19]=[CH:20][CH:21]=[CH:22][CH:23]=2)[C:24]2[CH:25]=[CH:26][CH:27]=[CH:28][CH:29]=2)[CH2:11][CH2:10]1, predict the reactants needed to synthesize it. The reactants are: C(OC([NH:8][CH:9]1[CH2:14][CH2:13][N:12]([CH2:15][CH2:16][CH:17]([C:24]2[CH:29]=[CH:28][CH:27]=[CH:26][CH:25]=2)[C:18]2[CH:23]=[CH:22][CH:21]=[CH:20][CH:19]=2)[CH2:11][CH2:10]1)=O)(C)(C)C.FC(F)(F)C(O)=O.C1(C)C=CC=CC=1. (5) Given the product [F:10][C:9]1[CH:8]=[C:5]([C:6]#[N:7])[C:4]([F:11])=[CH:3][C:2]=1[NH:1][S:18]([CH3:17])(=[O:20])=[O:19], predict the reactants needed to synthesize it. The reactants are: [NH2:1][C:2]1[C:9]([F:10])=[CH:8][C:5]([C:6]#[N:7])=[C:4]([F:11])[CH:3]=1.C([Li])CCC.[CH3:17][S:18](Cl)(=[O:20])=[O:19]. (6) Given the product [CH3:1][O:2][C:3]1[CH:8]=[C:7]([O:9][CH3:10])[N:6]=[C:5]([N:11]2[CH2:18][CH:17]3[CH:13]([CH2:14][N:15]([C:26]([C:25]4[CH:29]=[CH:30][CH:31]=[CH:32][C:24]=4[N:19]4[CH:23]=[CH:22][CH:21]=[N:20]4)=[O:27])[CH2:16]3)[CH2:12]2)[N:4]=1, predict the reactants needed to synthesize it. The reactants are: [CH3:1][O:2][C:3]1[CH:8]=[C:7]([O:9][CH3:10])[N:6]=[C:5]([N:11]2[CH2:18][CH:17]3[CH:13]([CH2:14][NH:15][CH2:16]3)[CH2:12]2)[N:4]=1.[N:19]1([C:24]2[CH:32]=[CH:31][CH:30]=[CH:29][C:25]=2[C:26](O)=[O:27])[CH:23]=[CH:22][CH:21]=[N:20]1. (7) Given the product [C:21]1([C:2]2[CH:3]=[C:4]([C:18]([OH:20])=[O:19])[C:5]([O:8][C:9]3[C:14]([CH3:15])=[CH:13][C:12]([CH3:16])=[CH:11][C:10]=3[CH3:17])=[N:6][CH:7]=2)[CH:26]=[CH:25][CH:24]=[CH:23][CH:22]=1, predict the reactants needed to synthesize it. The reactants are: Br[C:2]1[CH:3]=[C:4]([C:18]([OH:20])=[O:19])[C:5]([O:8][C:9]2[C:14]([CH3:15])=[CH:13][C:12]([CH3:16])=[CH:11][C:10]=2[CH3:17])=[N:6][CH:7]=1.[C:21]1(B(O)O)[CH:26]=[CH:25][CH:24]=[CH:23][CH:22]=1.C([O-])([O-])=O.[K+].[K+]. (8) Given the product [CH3:18][C:2]1([NH:1][C:26](=[O:27])[O:28][C:29]([CH3:32])([CH3:31])[CH3:30])[CH2:6][CH2:5][CH2:4][CH:3]1[NH:7][S:8]([C:11]1[CH:12]=[CH:13][C:14]([CH3:17])=[CH:15][CH:16]=1)(=[O:10])=[O:9], predict the reactants needed to synthesize it. The reactants are: [NH2:1][C:2]1([CH3:18])[CH2:6][CH2:5][CH2:4][CH:3]1[NH:7][S:8]([C:11]1[CH:16]=[CH:15][C:14]([CH3:17])=[CH:13][CH:12]=1)(=[O:10])=[O:9].C(N(CC)CC)C.[C:26](O[C:26]([O:28][C:29]([CH3:32])([CH3:31])[CH3:30])=[O:27])([O:28][C:29]([CH3:32])([CH3:31])[CH3:30])=[O:27].